Dataset: Forward reaction prediction with 1.9M reactions from USPTO patents (1976-2016). Task: Predict the product of the given reaction. Given the reactants [F:1][C:2]([F:19])([F:18])[C:3]1[CH:8]=[CH:7][C:6]([C:9](=O)[CH2:10][C:11](=O)[C:12]([F:15])([F:14])[F:13])=[CH:5][CH:4]=1.[NH2:20][C:21]1[C:25]([C:26]#[N:27])=[CH:24][NH:23][N:22]=1, predict the reaction product. The product is: [F:1][C:2]([F:19])([F:18])[C:3]1[CH:8]=[CH:7][C:6]([C:9]2[CH:10]=[C:11]([C:12]([F:15])([F:14])[F:13])[N:22]3[N:23]=[CH:24][C:25]([C:26]#[N:27])=[C:21]3[N:20]=2)=[CH:5][CH:4]=1.